From a dataset of Forward reaction prediction with 1.9M reactions from USPTO patents (1976-2016). Predict the product of the given reaction. (1) Given the reactants [Br:1][C:2]1[CH:7]=[CH:6][C:5](I)=[CH:4][CH:3]=1.C1(P(C2C=CC=CC=2)C2C=CC=CC=2)C=CC=CC=1.[CH2:28]([OH:31])[C:29]#[CH:30].C(N(C(C)C)CC)(C)C, predict the reaction product. The product is: [Br:1][C:2]1[CH:7]=[CH:6][C:5]([C:30]#[C:29][CH2:28][OH:31])=[CH:4][CH:3]=1. (2) The product is: [F:1][C:2]1[CH:3]=[CH:4][C:5]([C:8]2[S:9][CH:10]=[C:11]([C:13]3[CH:18]=[CH:17][C:16]([CH2:19][CH2:20][CH2:21][N:22]([CH3:24])[CH3:23])=[CH:15][CH:14]=3)[N:12]=2)=[CH:6][CH:7]=1. Given the reactants [F:1][C:2]1[CH:7]=[CH:6][C:5]([C:8]2[S:9][CH:10]=[C:11]([C:13]3[CH:18]=[CH:17][C:16]([C:19]#[C:20][CH2:21][N:22]([CH3:24])[CH3:23])=[CH:15][CH:14]=3)[N:12]=2)=[CH:4][CH:3]=1, predict the reaction product. (3) Given the reactants Cl.[NH:2]1[C:10]2[C:5](=[C:6]([NH:11][C:12]3[C:17]([C:18]#[N:19])=[CH:16][N:15]=[C:14]4[S:20][C:21](I)=[CH:22][C:13]=34)[CH:7]=[CH:8][CH:9]=2)[CH:4]=[CH:3]1.[CH:24]([C:26]1[CH:31]=[CH:30][CH:29]=[CH:28][C:27]=1B(O)O)=[O:25].C(OCC)(=O)C.O, predict the reaction product. The product is: [CH:24]([C:26]1[CH:31]=[CH:30][CH:29]=[CH:28][C:27]=1[C:21]1[S:20][C:14]2=[N:15][CH:16]=[C:17]([C:18]#[N:19])[C:12]([NH:11][C:6]3[CH:7]=[CH:8][CH:9]=[C:10]4[C:5]=3[CH:4]=[CH:3][NH:2]4)=[C:13]2[CH:22]=1)=[O:25]. (4) Given the reactants [Br:1][CH2:2][C:3]1[C:11]2[C:6](=[CH:7][CH:8]=[CH:9][CH:10]=2)[N:5]([C:12]2[CH:19]=[CH:18][CH:17]=[CH:16][C:13]=2[C:14]#[N:15])[N:4]=1.CC1C2C(=CC=CC=2)NN=1.C(C1C=C(C=CC=1F)[C:35]([O:37][CH3:38])=[O:36])#N, predict the reaction product. The product is: [C:14]([C:13]1[CH:16]=[C:17]([CH:18]=[CH:19][C:12]=1[N:5]1[C:6]2[C:11](=[CH:10][CH:9]=[CH:8][CH:7]=2)[C:3]([CH2:2][Br:1])=[N:4]1)[C:35]([O:37][CH3:38])=[O:36])#[N:15]. (5) Given the reactants [CH:1]([C:3]1[CH:8]=[CH:7][C:6](/[CH:9]=[CH:10]/[C:11]([OH:13])=[O:12])=[CH:5][CH:4]=1)=O.[Cl:14][C:15]1[CH:16]=[C:17]([NH2:21])[CH:18]=[CH:19][CH:20]=1.C([Sn](Cl)(Cl)CCCC)CCC.C1([SiH3])C=CC=CC=1, predict the reaction product. The product is: [Cl:14][C:15]1[CH:16]=[C:17]([NH:21][CH2:1][C:3]2[CH:8]=[CH:7][C:6](/[CH:9]=[CH:10]/[C:11]([OH:13])=[O:12])=[CH:5][CH:4]=2)[CH:18]=[CH:19][CH:20]=1.